Dataset: Full USPTO retrosynthesis dataset with 1.9M reactions from patents (1976-2016). Task: Predict the reactants needed to synthesize the given product. Given the product [O:1]=[C:2]1[C:10]2([C:14]3=[CH:15][C:16]4[O:20][CH2:19][O:18][C:17]=4[CH:21]=[C:13]3[O:12][CH2:11]2)[C:9]2[C:4](=[CH:5][CH:6]=[CH:7][CH:8]=2)[N:3]1[CH2:22][CH2:23][CH:24]1[CH2:29][CH2:28][CH2:27][NH:26][CH2:25]1, predict the reactants needed to synthesize it. The reactants are: [O:1]=[C:2]1[C:10]2([C:14]3=[CH:15][C:16]4[O:20][CH2:19][O:18][C:17]=4[CH:21]=[C:13]3[O:12][CH2:11]2)[C:9]2[C:4](=[CH:5][CH:6]=[CH:7][CH:8]=2)[N:3]1[CH2:22][CH2:23][CH:24]1[CH2:29][CH2:28][CH2:27][N:26](C(OC(C)(C)C)=O)[CH2:25]1.FC(F)(F)C(O)=O.